Dataset: Catalyst prediction with 721,799 reactions and 888 catalyst types from USPTO. Task: Predict which catalyst facilitates the given reaction. (1) Reactant: [NH2:1][C:2]1[CH:7]=[C:6]([C:8](=[O:15])[C:9]2[CH:14]=[CH:13][CH:12]=[CH:11][CH:10]=2)[CH:5]=[CH:4][C:3]=1[N:16]1[CH2:21][CH2:20][N:19]([C:22]([O:24][C:25]([CH3:28])([CH3:27])[CH3:26])=[O:23])[CH2:18][CH2:17]1.[NH2:29][C:30]1[C:31]([C:37](O)=[O:38])=[N:32][C:33]([Br:36])=[CH:34][N:35]=1. The catalyst class is: 10. Product: [NH2:29][C:30]1[C:31]([C:37]([NH:1][C:2]2[CH:7]=[C:6]([C:8](=[O:15])[C:9]3[CH:10]=[CH:11][CH:12]=[CH:13][CH:14]=3)[CH:5]=[CH:4][C:3]=2[N:16]2[CH2:21][CH2:20][N:19]([C:22]([O:24][C:25]([CH3:28])([CH3:27])[CH3:26])=[O:23])[CH2:18][CH2:17]2)=[O:38])=[N:32][C:33]([Br:36])=[CH:34][N:35]=1. (2) Reactant: CON(C)[C:4]([C:6]1[O:7][C:8]([S:11]([CH3:14])(=[O:13])=[O:12])=[CH:9][CH:10]=1)=[O:5].[CH2:16]([Mg]Cl)[CH3:17]. The catalyst class is: 1. Product: [CH3:14][S:11]([C:8]1[O:7][C:6]([C:4](=[O:5])[CH2:16][CH3:17])=[CH:10][CH:9]=1)(=[O:12])=[O:13]. (3) Reactant: [C:1]1([C:11](OC)=[O:12])([C:7]([O:9][CH3:10])=[O:8])[CH2:6][CH2:5][CH2:4][CH2:3][CH2:2]1.[H-].C([Al+]CC(C)C)C(C)C. Product: [CH3:10][O:9][C:7]([C:1]1([CH:11]=[O:12])[CH2:2][CH2:3][CH2:4][CH2:5][CH2:6]1)=[O:8]. The catalyst class is: 4. (4) Reactant: [F:1][C:2]1[C:33]([F:34])=[C:32]([F:35])[C:31]([F:36])=[C:30]([F:37])[C:3]=1[O:4][S:5]([C:8]1[CH:9]=[C:10]2[C:15](=[CH:16][CH:17]=1)[C:14]([CH:18]1[CH2:22][CH2:21][CH2:20][N:19]1C(OC(C)(C)C)=O)=[CH:13][CH:12]=[CH:11]2)(=[O:7])=[O:6].[F:38][C:39]([F:44])([F:43])[C:40]([OH:42])=[O:41]. Product: [F:38][C:39]([F:44])([F:43])[C:40]([OH:42])=[O:41].[NH:19]1[CH2:20][CH2:21][CH2:22][CH:18]1[C:14]1[CH:13]=[CH:12][CH:11]=[C:10]2[C:15]=1[CH:16]=[CH:17][C:8]([S:5]([O:4][C:3]1[C:30]([F:37])=[C:31]([F:36])[C:32]([F:35])=[C:33]([F:34])[C:2]=1[F:1])(=[O:7])=[O:6])=[CH:9]2. The catalyst class is: 2. (5) Product: [C:14]1([C:12]2[C:11]([OH:20])=[CH:8][C:7]3[C:2](=[N:3][CH:4]=[CH:5][CH:6]=3)[N:1]=2)[CH:19]=[CH:18][CH:17]=[CH:16][CH:15]=1. Reactant: [NH2:1][C:2]1[C:7]([CH:8]=O)=[CH:6][CH:5]=[CH:4][N:3]=1.Cl[CH2:11][C:12]([C:14]1[CH:19]=[CH:18][CH:17]=[CH:16][CH:15]=1)=O.[OH-:20].[Na+].Cl. The catalyst class is: 4. (6) Reactant: [Br:1][C:2]1[CH:3]=[C:4]([N:16](S(C)(=O)=O)[S:17]([CH3:20])(=[O:19])=[O:18])[C:5]([NH:8][C:9](=[O:15])[O:10][C:11]([CH3:14])([CH3:13])[CH3:12])=[N:6][CH:7]=1.CN(C)CCN. Product: [Br:1][C:2]1[CH:3]=[C:4]([NH:16][S:17]([CH3:20])(=[O:19])=[O:18])[C:5]([NH:8][C:9](=[O:15])[O:10][C:11]([CH3:14])([CH3:13])[CH3:12])=[N:6][CH:7]=1. The catalyst class is: 155.